This data is from In vitro SARS-CoV-2 activity screen of 1,480 approved drugs from Prestwick library. The task is: Binary Classification. Given a drug SMILES string, predict its activity (active/inactive) in a high-throughput screening assay against a specified biological target. (1) The drug is CC[C@H]1OC(=O)[C@H](C)[C@@H](O[C@H]2C[C@@](C)(OC)[C@@H](O)[C@H](C)O2)[C@H](C)[C@@H](O[C@@H]2O[C@H](C)C[C@H](N(C)C)[C@H]2O)[C@](C)(O)C[C@@H](C)C(=O)[C@H](C)[C@@H](O)[C@]1(C)O. The result is 0 (inactive). (2) The molecule is Cc1ccc(C(=O)c2cc(O)c(O)c([N+](=O)[O-])c2)cc1. The result is 0 (inactive). (3) The compound is Cl.Cl.NCCc1cnc[nH]1. The result is 0 (inactive). (4) The compound is CCOC(=O)c1ccc(OC(=O)CCCCCN=C(N)N)cc1.CS(=O)(=O)O. The result is 0 (inactive). (5) The compound is CC(C)c1c(C(=O)Nc2ccccc2)c(-c2ccccc2)c(-c2ccc(F)cc2)n1CC[C@@H](O)C[C@@H](O)CC(=O)O. The result is 0 (inactive). (6) The result is 0 (inactive). The molecule is CCN[C@@H](C)Cc1cccc(C(F)(F)F)c1.Cl. (7) The molecule is CC(C(=O)O)c1ccc(C(=O)c2cccs2)cc1. The result is 0 (inactive). (8) The molecule is CO[C@@]1(NC(=O)C(C(=O)[O-])c2ccc(O)cc2)C(=O)N2C(C(=O)[O-])=C(CSc3nnnn3C)CO[C@@H]21.[Na+].[Na+]. The result is 0 (inactive).